Dataset: Reaction yield outcomes from USPTO patents with 853,638 reactions. Task: Predict the reaction yield, written as a fraction of the theoretical maximum amount of product (1.0 means a 100% yield; for example, 0.34 means a 34% yield). (1) The reactants are [Si:1]([O:8][C@H:9]([C:36]1[CH:41]=[CH:40][C:39]([F:42])=[CH:38][CH:37]=1)[CH2:10][CH2:11][C@@H:12]1[C@@H:15]([C:16]2[CH:21]=[CH:20][C:19]([C:22]3[CH:27]=[CH:26][CH:25]=[C:24]([OH:28])[CH:23]=3)=[CH:18][CH:17]=2)[N:14]([C:29]2[CH:34]=[CH:33][CH:32]=[CH:31][CH:30]=2)[C:13]1=[O:35])([C:4]([CH3:7])([CH3:6])[CH3:5])([CH3:3])[CH3:2].C1C=CC(N([S:50]([C:53]([F:56])([F:55])[F:54])(=[O:52])=[O:51])[S:50]([C:53]([F:56])([F:55])[F:54])(=[O:52])=[O:51])=CC=1.C(N(CC)CC)C.Cl. The catalyst is ClCCl.CN(C)C1C=CN=CC=1. The product is [F:54][C:53]([F:56])([F:55])[S:50]([O:28][C:24]1[CH:23]=[C:22]([C:19]2[CH:20]=[CH:21][C:16]([C@@H:15]3[C@@H:12]([CH2:11][CH2:10][C@H:9]([O:8][Si:1]([C:4]([CH3:7])([CH3:6])[CH3:5])([CH3:3])[CH3:2])[C:36]4[CH:37]=[CH:38][C:39]([F:42])=[CH:40][CH:41]=4)[C:13](=[O:35])[N:14]3[C:29]3[CH:30]=[CH:31][CH:32]=[CH:33][CH:34]=3)=[CH:17][CH:18]=2)[CH:27]=[CH:26][CH:25]=1)(=[O:52])=[O:51]. The yield is 1.00. (2) The reactants are [F:1][C:2]1[CH:8]=[C:7]([O:9][C:10]2[CH:15]=[CH:14][C:13]([C:16]3[N:17]=[C:18]([CH2:21][O:22][C:23]4[CH:28]=[CH:27][CH:26]=[CH:25][CH:24]=4)[NH:19][CH:20]=3)=[CH:12][CH:11]=2)[CH:6]=[CH:5][C:3]=1[NH2:4].[CH2:29]([N:31]=[C:32]=[S:33])[CH3:30]. The catalyst is C(O)C. The product is [CH2:29]([NH:31][C:32]([NH:4][C:3]1[CH:5]=[CH:6][C:7]([O:9][C:10]2[CH:11]=[CH:12][C:13]([C:16]3[N:17]=[C:18]([CH2:21][O:22][C:23]4[CH:24]=[CH:25][CH:26]=[CH:27][CH:28]=4)[NH:19][CH:20]=3)=[CH:14][CH:15]=2)=[CH:8][C:2]=1[F:1])=[S:33])[CH3:30]. The yield is 0.110. (3) The reactants are [NH2:1][C:2]1[CH:11]=[CH:10][C:5]([C:6]([O:8][CH3:9])=[O:7])=[CH:4][C:3]=1[C:12]([O:14]C)=O.N1C=CC=CC=1.[CH2:22]([N:29]=[C:30]=[O:31])[C:23]1[CH:28]=[CH:27][CH:26]=[CH:25][CH:24]=1. The catalyst is CS(C)=O. The product is [CH2:22]([N:29]1[C:12](=[O:14])[C:3]2[C:2](=[CH:11][CH:10]=[C:5]([C:6]([O:8][CH3:9])=[O:7])[CH:4]=2)[NH:1][C:30]1=[O:31])[C:23]1[CH:28]=[CH:27][CH:26]=[CH:25][CH:24]=1. The yield is 0.620.